Dataset: Catalyst prediction with 721,799 reactions and 888 catalyst types from USPTO. Task: Predict which catalyst facilitates the given reaction. Product: [ClH:27].[NH2:1][C:2]1[C:6]2[C:7](=[O:26])[N:8]([C@H:21]([CH:23]([CH3:25])[CH3:24])[CH3:22])[CH:9]=[C:10]([C:11]3[CH:15]=[C:14]([C:16]([OH:19])([CH3:17])[CH3:18])[N:13]([CH3:20])[N:12]=3)[C:5]=2[NH:4][N:3]=1. The catalyst class is: 8. Reactant: [NH2:1][C:2]1[C:6]2[C:7](=[O:26])[N:8]([C@H:21]([CH:23]([CH3:25])[CH3:24])[CH3:22])[CH:9]=[C:10]([C:11]3[CH:15]=[C:14]([C:16]([OH:19])([CH3:18])[CH3:17])[N:13]([CH3:20])[N:12]=3)[C:5]=2[NH:4][N:3]=1.[ClH:27].